Dataset: Forward reaction prediction with 1.9M reactions from USPTO patents (1976-2016). Task: Predict the product of the given reaction. (1) Given the reactants Br[C:2]1[CH:3]=[C:4]([CH:9]=[CH:10][C:11]=1[CH2:12][NH:13][C@H:14]([CH:17]([CH3:19])[CH3:18])[CH2:15][OH:16])[C:5]([O:7][CH3:8])=[O:6].C([O-])([O-])=O.[K+].[K+], predict the reaction product. The product is: [CH:17]([C@H:14]1[NH:13][CH2:12][C:11]2[CH:10]=[CH:9][C:4]([C:5]([O:7][CH3:8])=[O:6])=[CH:3][C:2]=2[O:16][CH2:15]1)([CH3:19])[CH3:18]. (2) The product is: [C:25]([C:17]1[N:16]([S:13]([C:7]2[CH:12]=[CH:11][CH:10]=[CH:9][CH:8]=2)(=[O:15])=[O:14])[C:20]2=[N:21][CH:22]=[CH:23][CH:24]=[C:19]2[CH:18]=1)#[CH:29]. Given the reactants C(=O)([O-])[O-].[K+].[K+].[C:7]1([S:13]([N:16]2[C:20]3=[N:21][CH:22]=[CH:23][CH:24]=[C:19]3[CH:18]=[C:17]2[CH:25]=O)(=[O:15])=[O:14])[CH:12]=[CH:11][CH:10]=[CH:9][CH:8]=1.[N+](=[C:29](P(=O)(OC)OC)C(=O)C)=[N-].O, predict the reaction product. (3) Given the reactants [F:1][C:2]1[CH:7]=[CH:6][C:5]([O:8][CH3:9])=[CH:4][C:3]=1[CH3:10].C1C(=O)N([Br:18])C(=O)C1, predict the reaction product. The product is: [Br:18][CH2:10][C:3]1[CH:4]=[C:5]([O:8][CH3:9])[CH:6]=[CH:7][C:2]=1[F:1]. (4) Given the reactants Cl.Cl.[NH:3]1[CH2:8][CH2:7][CH2:6][CH:5]([C:9]2[N:13]=[C:12]([C:14]3[CH:19]=[CH:18][N:17]=[CH:16][CH:15]=3)[O:11][N:10]=2)[CH2:4]1.[F:20][C:21]1[CH:22]=[C:23]([CH:27]=[CH:28][C:29]=1[F:30])[C:24](Cl)=[O:25], predict the reaction product. The product is: [F:20][C:21]1[CH:22]=[C:23]([C:24]([N:3]2[CH2:8][CH2:7][CH2:6][CH:5]([C:9]3[N:13]=[C:12]([C:14]4[CH:19]=[CH:18][N:17]=[CH:16][CH:15]=4)[O:11][N:10]=3)[CH2:4]2)=[O:25])[CH:27]=[CH:28][C:29]=1[F:30].